This data is from Reaction yield outcomes from USPTO patents with 853,638 reactions. The task is: Predict the reaction yield, written as a fraction of the theoretical maximum amount of product (1.0 means a 100% yield; for example, 0.34 means a 34% yield). (1) The reactants are [NH:1]1[C:9]2[C:4](=[CH:5][CH:6]=[CH:7][CH:8]=2)[C:3]([C:10]([OH:12])=O)=[CH:2]1.[CH2:13]1[C@H:22]2[C@H:17]([CH2:18][CH2:19][C:20]3[CH:26]=[CH:25][CH:24]=[CH:23][C:21]=32)[NH:16][CH2:15][CH2:14]1.F[P-](F)(F)(F)(F)F.N1(OC(N(C)C)=[N+](C)C)C2N=CC=CC=2N=N1. The product is [CH2:13]1[C@H:22]2[C@H:17]([CH2:18][CH2:19][C:20]3[CH:26]=[CH:25][CH:24]=[CH:23][C:21]=32)[N:16]([C:10]([C:3]2[C:4]3[C:9](=[CH:8][CH:7]=[CH:6][CH:5]=3)[NH:1][CH:2]=2)=[O:12])[CH2:15][CH2:14]1. No catalyst specified. The yield is 0.430. (2) The reactants are [O-]P([O-])([O-])=O.[K+].[K+].[K+].[CH2:9]([NH2:16])[C:10]1[CH:15]=[CH:14][CH:13]=[CH:12][CH:11]=1.I[C:18]1[CH:23]=[CH:22][CH:21]=[CH:20][C:19]=1[O:24][CH3:25].C(O)CO. The catalyst is [Cu]I.CCCCCC.C(OCC)(=O)C.C(O)CCC. The product is [CH3:25][O:24][C:19]1[CH:20]=[CH:21][CH:22]=[CH:23][C:18]=1[NH:16][CH2:9][C:10]1[CH:15]=[CH:14][CH:13]=[CH:12][CH:11]=1. The yield is 0.700.